From a dataset of Catalyst prediction with 721,799 reactions and 888 catalyst types from USPTO. Predict which catalyst facilitates the given reaction. (1) Reactant: [N:1]1[C:11]2[NH:10][C:9]3[CH:12]=[CH:13][CH:14]=[CH:15][C:8]=3[C:7](=[O:16])[NH:6][C:5]=2[CH:4]=[CH:3][CH:2]=1.[H-].[Na+].Br[CH2:20][C:21](=[O:30])[CH2:22][CH2:23][C:24]1[CH:29]=[CH:28][CH:27]=[CH:26][CH:25]=1.O. Product: [O:30]=[C:21]([CH2:22][CH2:23][C:24]1[CH:29]=[CH:28][CH:27]=[CH:26][CH:25]=1)[CH2:20][N:6]1[C:7](=[O:16])[C:8]2[CH:15]=[CH:14][CH:13]=[CH:12][C:9]=2[NH:10][C:11]2[N:1]=[CH:2][CH:3]=[CH:4][C:5]1=2. The catalyst class is: 44. (2) Reactant: [CH2:1]([O:8][C:9]([C:11]1[NH:12][CH:13]=[C:14]([C:16](=[O:27])[NH:17][CH:18]2[CH2:23][CH2:22][N:21]([CH:24]([CH3:26])[CH3:25])[CH2:20][CH2:19]2)[CH:15]=1)=[O:10])[C:2]1[CH:7]=[CH:6][CH:5]=[CH:4][CH:3]=1.C([O-])([O-])=O.[Cs+].[Cs+].Br[CH2:35][C:36]([NH:38][C:39]1[CH:44]=[CH:43][C:42]([Cl:45])=[CH:41][N:40]=1)=[O:37]. Product: [CH2:1]([O:8][C:9]([C:11]1[N:12]([CH2:35][C:36](=[O:37])[NH:38][C:39]2[CH:44]=[CH:43][C:42]([Cl:45])=[CH:41][N:40]=2)[CH:13]=[C:14]([C:16](=[O:27])[NH:17][CH:18]2[CH2:23][CH2:22][N:21]([CH:24]([CH3:25])[CH3:26])[CH2:20][CH2:19]2)[CH:15]=1)=[O:10])[C:2]1[CH:7]=[CH:6][CH:5]=[CH:4][CH:3]=1. The catalyst class is: 3. (3) Product: [F:8][C:9]1[C:14]([O:15][CH3:16])=[CH:13][CH:12]=[CH:11][C:10]=1[NH:1][C:2]1[CH:7]=[CH:6][CH:5]=[CH:4][CH:3]=1. Reactant: [NH2:1][C:2]1[CH:7]=[CH:6][CH:5]=[CH:4][CH:3]=1.[F:8][C:9]1[C:14]([O:15][CH3:16])=[CH:13][CH:12]=[CH:11][C:10]=1I.C1C=CC(P(C2C(C3C(P(C4C=CC=CC=4)C4C=CC=CC=4)=CC=C4C=3C=CC=C4)=C3C(C=CC=C3)=CC=2)C2C=CC=CC=2)=CC=1.CC([O-])(C)C.[Na+]. The catalyst class is: 187. (4) Reactant: [S:1]1[C:5]2[CH:6]=[CH:7][CH:8]=[CH:9][C:4]=2[N:3]=[C:2]1[NH:10][C:11]([O:13][CH2:14][C@@H:15]([N:22]([CH3:35])[C:23]([NH:25][CH2:26][C:27]1[CH:32]=[CH:31][CH:30]=[C:29]([F:33])[C:28]=1[Cl:34])=[O:24])[CH2:16][CH2:17][C:18]([O:20]C)=[O:19])=[O:12].[Li+].[OH-].Cl.C(OCC)(=O)C. Product: [S:1]1[C:5]2[CH:6]=[CH:7][CH:8]=[CH:9][C:4]=2[N:3]=[C:2]1[NH:10][C:11]([O:13][CH2:14][C@@H:15]([N:22]([CH3:35])[C:23]([NH:25][CH2:26][C:27]1[CH:32]=[CH:31][CH:30]=[C:29]([F:33])[C:28]=1[Cl:34])=[O:24])[CH2:16][CH2:17][C:18]([OH:20])=[O:19])=[O:12]. The catalyst class is: 12. (5) Reactant: Br[C:2]1[CH:7]=[CH:6][C:5]([C:8]2[N:12]=[C:11]([CH3:13])[O:10][N:9]=2)=[CH:4][C:3]=1[CH3:14].[CH3:15][C:16]1[CH:21]=[CH:20][C:19]([NH:22][C:23]([C:25]2[CH:29]=[CH:28][S:27][CH:26]=2)=[O:24])=[CH:18][C:17]=1B1OC(C)(C)C(C)(C)O1. Product: [CH3:15][C:16]1[C:17]([C:2]2[CH:7]=[CH:6][C:5]([C:8]3[N:12]=[C:11]([CH3:13])[O:10][N:9]=3)=[CH:4][C:3]=2[CH3:14])=[CH:18][C:19]([NH:22][C:23]([C:25]2[CH:29]=[CH:28][S:27][CH:26]=2)=[O:24])=[CH:20][CH:21]=1. The catalyst class is: 3. (6) Reactant: [CH2:1]([N:8]1[CH2:13][CH2:12][N:11]([C:14]2[CH:15]=[C:16]3[C:20](=[CH:21][CH:22]=2)[NH:19][N:18]=[C:17]3[S:23]([C:26]2[CH:31]=[CH:30][CH:29]=[CH:28][CH:27]=2)(=[O:25])=[O:24])[CH2:10][CH2:9]1)[C:2]1[CH:7]=[CH:6][CH:5]=[CH:4][CH:3]=1.[H-].[Na+].[CH3:34]I. Product: [CH2:1]([N:8]1[CH2:9][CH2:10][N:11]([C:14]2[CH:15]=[C:16]3[C:20](=[CH:21][CH:22]=2)[N:19]([CH3:34])[N:18]=[C:17]3[S:23]([C:26]2[CH:31]=[CH:30][CH:29]=[CH:28][CH:27]=2)(=[O:24])=[O:25])[CH2:12][CH2:13]1)[C:2]1[CH:3]=[CH:4][CH:5]=[CH:6][CH:7]=1. The catalyst class is: 249. (7) Reactant: [S:1]1[CH:5]=[CH:4][C:3]([C:6]2[C:14]3[C:9](=[CH:10][CH:11]=[CH:12][CH:13]=3)[NH:8][C:7]=2[C:15]([NH:17][NH2:18])=[O:16])=[CH:2]1.[NH:19]1[CH:23]=[CH:22][N:21]=[C:20]1[CH:24]=O. Product: [NH:19]1[CH:23]=[CH:22][N:21]=[C:20]1[CH:24]=[N:18][NH:17][C:15]([C:7]1[NH:8][C:9]2[C:14]([C:6]=1[C:3]1[CH:4]=[CH:5][S:1][CH:2]=1)=[CH:13][CH:12]=[CH:11][CH:10]=2)=[O:16]. The catalyst class is: 8. (8) Reactant: [Cl:1][C:2]1[CH:3]=[C:4]([C:9]2([C:27]([F:30])([F:29])[F:28])[O:13][N:12]=[C:11]([C:14]3[CH:22]=[CH:21][C:17]([C:18]([OH:20])=O)=[C:16]([C:23]([F:26])([F:25])[F:24])[CH:15]=3)[CH2:10]2)[CH:5]=[C:6]([Cl:8])[CH:7]=1.CN(C(ON1N=NC2C=CC=NC1=2)=[N+](C)C)C.F[P-](F)(F)(F)(F)F.CCN(C(C)C)C(C)C.[NH:64]1[C:69](=[O:70])[CH2:68][NH:67][CH2:66][C:65]1=[O:71]. Product: [Cl:1][C:2]1[CH:3]=[C:4]([C:9]2([C:27]([F:30])([F:29])[F:28])[O:13][N:12]=[C:11]([C:14]3[CH:22]=[CH:21][C:17]([C:18]([N:67]4[CH2:68][C:69](=[O:70])[NH:64][C:65](=[O:71])[CH2:66]4)=[O:20])=[C:16]([C:23]([F:26])([F:24])[F:25])[CH:15]=3)[CH2:10]2)[CH:5]=[C:6]([Cl:8])[CH:7]=1. The catalyst class is: 391.